This data is from Full USPTO retrosynthesis dataset with 1.9M reactions from patents (1976-2016). The task is: Predict the reactants needed to synthesize the given product. (1) Given the product [CH3:13][C:7]1[CH:8]=[C:9]2[C:4](=[CH:5][CH:6]=1)[N:3]=[C:2]([N:17]1[CH2:18][C:19]3[CH:24]=[CH:23][CH:22]=[CH:21][C:20]=3[S:14](=[O:25])[CH2:15][CH2:16]1)[NH:11][C:10]2=[O:12], predict the reactants needed to synthesize it. The reactants are: Cl[C:2]1[NH:11][C:10](=[O:12])[C:9]2[C:4](=[CH:5][CH:6]=[C:7]([CH3:13])[CH:8]=2)[N:3]=1.[S:14]1(=[O:25])[C:20]2[CH:21]=[CH:22][CH:23]=[CH:24][C:19]=2[CH2:18][NH:17][CH2:16][CH2:15]1.C(N(CC)CC)C. (2) The reactants are: Br[C:2]1[CH:7]=[CH:6][C:5]([C:8]2[N:12]([CH2:13][C@@H:14]3[CH2:18][CH2:17][N:16]([C:19]([CH:21]4[CH2:23][CH2:22]4)=[O:20])[CH2:15]3)[CH:11]=[N:10][N:9]=2)=[C:4]([F:24])[CH:3]=1.[NH:25]1[C:33]2[C:28](=[CH:29][CH:30]=[C:31](B(O)O)[CH:32]=2)[CH:27]=[CH:26]1.[O-]S([O-])(=O)=O.[Na+].[Na+]. Given the product [CH:21]1([C:19]([N:16]2[CH2:17][CH2:18][C@@H:14]([CH2:13][N:12]3[CH:11]=[N:10][N:9]=[C:8]3[C:5]3[CH:6]=[CH:7][C:2]([C:31]4[CH:32]=[C:33]5[C:28]([CH:27]=[CH:26][NH:25]5)=[CH:29][CH:30]=4)=[CH:3][C:4]=3[F:24])[CH2:15]2)=[O:20])[CH2:23][CH2:22]1, predict the reactants needed to synthesize it. (3) Given the product [C:1]([NH2:24])(=[O:23])[CH2:2][CH2:3][CH2:4][CH:5]=[CH:6][CH2:7][CH:8]=[CH:9][CH2:10][CH:11]=[CH:12][CH2:13][CH:14]=[CH:15][CH2:16][CH:17]=[CH:18][CH2:19][CH3:20], predict the reactants needed to synthesize it. The reactants are: [C:1]([NH:24][C@@H](C)C(O)=O)(=[O:23])[CH2:2][CH2:3]/[CH:4]=[CH:5]\[CH2:6]/[CH:7]=[CH:8]\[CH2:9]/[CH:10]=[CH:11]\[CH2:12]/[CH:13]=[CH:14]\[CH2:15]/[CH:16]=[CH:17]\[CH2:18]/[CH:19]=[CH:20]\CC.CN(C(ON1N=NC2C=CC=NC1=2)=[N+](C)C)C.F[P-](F)(F)(F)(F)F.CCN(C(C)C)C(C)C. (4) Given the product [CH3:8][O:9][C:10]1[CH:17]=[C:16]([O:18][CH3:19])[CH:15]=[CH:14][C:11]=1[CH2:12][NH:13][C:2]1[N:7]=[CH:6][CH:5]=[CH:4][N:3]=1, predict the reactants needed to synthesize it. The reactants are: Cl[C:2]1[N:7]=[CH:6][CH:5]=[CH:4][N:3]=1.[CH3:8][O:9][C:10]1[CH:17]=[C:16]([O:18][CH3:19])[CH:15]=[CH:14][C:11]=1[CH2:12][NH2:13].C(N(CC)CC)C.O. (5) Given the product [F:46][C:43]1[CH:42]=[CH:41][C:40]([C:30]([C:27]2[CH:26]=[CH:25][C:24]([CH:22]=[CH:5][C:3]([O:2][CH3:1])=[O:4])=[CH:29][CH:28]=2)=[C:31]([C:34]2[CH:39]=[CH:38][CH:37]=[CH:36][CH:35]=2)[CH2:32][CH3:33])=[CH:45][CH:44]=1, predict the reactants needed to synthesize it. The reactants are: [CH3:1][O:2][C:3]([CH2:5]P(OC)(OC)=O)=[O:4].C[Si]([N-][Si](C)(C)C)(C)C.[Na+].[CH:22]([C:24]1[CH:29]=[CH:28][C:27](/[C:30](/[C:40]2[CH:45]=[CH:44][C:43]([F:46])=[CH:42][CH:41]=2)=[C:31](\[C:34]2[CH:39]=[CH:38][CH:37]=[CH:36][CH:35]=2)/[CH2:32][CH3:33])=[CH:26][CH:25]=1)=O. (6) Given the product [F:20][C:4]1[CH:5]=[C:6]([O:8][C@H:9]2[CH2:13][CH2:12][CH2:11][C@@H:10]2[C:14]2[N:18]([CH3:19])[N:17]=[CH:16][CH:15]=2)[CH:7]=[C:2]([F:1])[C:3]=1[S:21]([NH:24][C:28]1[CH:29]=[CH:30][N:31]=[C:26]([F:25])[N:27]=1)(=[O:23])=[O:22], predict the reactants needed to synthesize it. The reactants are: [F:1][C:2]1[CH:7]=[C:6]([O:8][C@H:9]2[CH2:13][CH2:12][CH2:11][C@@H:10]2[C:14]2[N:18]([CH3:19])[N:17]=[CH:16][CH:15]=2)[CH:5]=[C:4]([F:20])[C:3]=1[S:21]([NH2:24])(=[O:23])=[O:22].[F:25][C:26]1[N:31]=[C:30](F)[CH:29]=[CH:28][N:27]=1.C(=O)([O-])[O-].[K+].[K+].O. (7) Given the product [I:1][C:2]1[CH:3]=[C:4]2[C:9](=[CH:10][CH:11]=1)[N:8]=[C:7]([C:12]([Cl:22])=[O:14])[CH:6]=[N:5]2, predict the reactants needed to synthesize it. The reactants are: [I:1][C:2]1[CH:3]=[C:4]2[C:9](=[CH:10][CH:11]=1)[N:8]=[C:7]([C:12]([OH:14])=O)[CH:6]=[N:5]2.CN(C)C=O.S(Cl)([Cl:22])=O. (8) The reactants are: [Br:1][C:2]1[CH:16]=[CH:15][C:14]([C:17]2[CH2:21][C:20]([C:26]3[CH:31]=[C:30]([Cl:32])[C:29]([Cl:33])=[C:28]([Cl:34])[CH:27]=3)([C:22]([F:25])([F:24])[F:23])[O:19][N:18]=2)=[CH:13][C:3]=1[CH2:4][NH:5]C(=O)OC(C)(C)C.C(O)(C(F)(F)F)=O. Given the product [Br:1][C:2]1[CH:16]=[CH:15][C:14]([C:17]2[CH2:21][C:20]([C:26]3[CH:31]=[C:30]([Cl:32])[C:29]([Cl:33])=[C:28]([Cl:34])[CH:27]=3)([C:22]([F:25])([F:23])[F:24])[O:19][N:18]=2)=[CH:13][C:3]=1[CH2:4][NH2:5], predict the reactants needed to synthesize it. (9) Given the product [CH:1]1([C:7]([C:9]2[CH:14]=[CH:13][C:12]([CH2:15][Br:23])=[CH:11][CH:10]=2)=[O:8])[CH2:2][CH2:3][CH2:4][CH2:5][CH2:6]1, predict the reactants needed to synthesize it. The reactants are: [CH:1]1([C:7]([C:9]2[CH:14]=[CH:13][C:12]([CH3:15])=[CH:11][CH:10]=2)=[O:8])[CH2:6][CH2:5][CH2:4][CH2:3][CH2:2]1.C1C(=O)N([Br:23])C(=O)C1.